From a dataset of Forward reaction prediction with 1.9M reactions from USPTO patents (1976-2016). Predict the product of the given reaction. (1) Given the reactants [CH3:1][C:2]1[CH:7]=[C:6]([N+:8]([O-:10])=[O:9])[CH:5]=[CH:4][C:3]=1[N:11]1[C:23]2[CH:22]=[CH:21][CH:20]=[C:19]([C:24]([O:26][CH3:27])=[O:25])[C:18]=2[C:17]2[C:12]1=[CH:13][CH:14]=[CH:15][CH:16]=2.C1C(=O)N([Br:35])C(=O)C1.C(=O)(O)[O-].[Na+], predict the reaction product. The product is: [Br:35][C:15]1[CH:16]=[C:17]2[C:12](=[CH:13][CH:14]=1)[N:11]([C:3]1[CH:4]=[CH:5][C:6]([N+:8]([O-:10])=[O:9])=[CH:7][C:2]=1[CH3:1])[C:23]1[CH:22]=[CH:21][CH:20]=[C:19]([C:24]([O:26][CH3:27])=[O:25])[C:18]2=1. (2) Given the reactants [O:1]([CH2:8][C:9]1[O:10][C:11]2[CH:17]=[CH:16][C:15]([C:18]#[N:19])=[CH:14][C:12]=2[CH:13]=1)[C:2]1[CH:7]=[CH:6][CH:5]=[CH:4][CH:3]=1.[H-].[Al+3].[Li+].[H-].[H-].[H-], predict the reaction product. The product is: [O:1]([CH2:8][C:9]1[O:10][C:11]2[CH:17]=[CH:16][C:15]([CH2:18][NH2:19])=[CH:14][C:12]=2[CH:13]=1)[C:2]1[CH:7]=[CH:6][CH:5]=[CH:4][CH:3]=1. (3) Given the reactants Cl.[CH2:2]([O:4][C:5]([C@:7]1([F:27])[C@@H:12]2[C@H:8]1[CH2:9][C@@H:10]([O:17][CH2:18][C:19]1[CH:24]=[CH:23][C:22]([Cl:25])=[C:21]([Cl:26])[CH:20]=1)[C@@:11]2([NH2:16])[C:13]([OH:15])=[O:14])=[O:6])[CH3:3].C1OC1C, predict the reaction product. The product is: [CH2:2]([O:4][C:5]([C@:7]1([F:27])[C@@H:12]2[C@H:8]1[CH2:9][C@@H:10]([O:17][CH2:18][C:19]1[CH:24]=[CH:23][C:22]([Cl:25])=[C:21]([Cl:26])[CH:20]=1)[C@@:11]2([NH2:16])[C:13]([OH:15])=[O:14])=[O:6])[CH3:3].